Predict the product of the given reaction. From a dataset of Forward reaction prediction with 1.9M reactions from USPTO patents (1976-2016). (1) Given the reactants C(N(CC)CC)C.[Si:8](Cl)([C:11]([CH3:14])([CH3:13])[CH3:12])([CH3:10])[CH3:9].[OH:16][CH2:17][C:18]1[NH:19][C:20]2[CH:26]=[CH:25][CH:24]=[CH:23][C:21]=2[N:22]=1, predict the reaction product. The product is: [Si:8]([O:16][CH2:17][C:18]1[NH:22][C:21]2[CH:23]=[CH:24][CH:25]=[CH:26][C:20]=2[N:19]=1)([C:11]([CH3:14])([CH3:13])[CH3:12])([CH3:10])[CH3:9]. (2) The product is: [Cl-:25].[O:1]=[C:2]1[C:6]2[CH:7]=[CH:8][C:9]([S:11][CH:12]3[CH2:17][CH2:16][NH2+:15][CH2:14][CH2:13]3)=[CH:10][C:5]=2[CH2:4][O:3]1. Given the reactants [O:1]=[C:2]1[C:6]2[CH:7]=[CH:8][C:9]([S:11][CH:12]3[CH2:17][CH2:16][N:15](C(OC(C)(C)C)=O)[CH2:14][CH2:13]3)=[CH:10][C:5]=2[CH2:4][O:3]1.[ClH:25].CCOCC, predict the reaction product. (3) Given the reactants [Cl:1][C:2]1[C:3]([CH2:9]O)=[N:4][CH:5]=[C:6]([Cl:8])[CH:7]=1.S(Cl)([Cl:13])=O, predict the reaction product. The product is: [Cl:1][C:2]1[C:3]([CH2:9][Cl:13])=[N:4][CH:5]=[C:6]([Cl:8])[CH:7]=1. (4) Given the reactants [F:1][C:2]1[CH:3]=[C:4]([NH:10][C:11]2[N:19]=[CH:18][CH:17]=[CH:16][C:12]=2[C:13]([OH:15])=O)[CH:5]=[C:6]([O:8][CH3:9])[CH:7]=1.Cl.[NH2:21][C:22]([CH3:27])([CH2:25][CH3:26])[C:23]#[CH:24].C1C=CC2N(O)N=NC=2C=1.CCN=C=NCCCN(C)C.CCN(C(C)C)C(C)C, predict the reaction product. The product is: [F:1][C:2]1[CH:3]=[C:4]([NH:10][C:11]2[N:19]=[CH:18][CH:17]=[CH:16][C:12]=2[C:13]([NH:21][C:22]([CH3:27])([CH2:25][CH3:26])[C:23]#[CH:24])=[O:15])[CH:5]=[C:6]([O:8][CH3:9])[CH:7]=1. (5) Given the reactants [Br:1][C:2]1[S:6][CH:5]=[C:4]([C:7]([OH:9])=O)[CH:3]=1.[CH3:10][O:11][C:12]1[CH:13]=[C:14]([CH:17]=[CH:18][CH:19]=1)[CH2:15][NH2:16].CCN=C=NCCCN(C)C.C1C=C2N=NN(O)C2=CC=1.O, predict the reaction product. The product is: [CH3:10][O:11][C:12]1[CH:13]=[C:14]([CH:17]=[CH:18][CH:19]=1)[CH2:15][NH:16][C:7]([C:4]1[CH:3]=[C:2]([Br:1])[S:6][CH:5]=1)=[O:9]. (6) Given the reactants [CH2:1]([O:8][CH2:9][CH2:10][N:11]1[CH:15]=[C:14]([CH2:16][CH2:17][OH:18])[C:13]([O:19][CH:20]([CH3:22])[CH3:21])=[N:12]1)[C:2]1[CH:7]=[CH:6][CH:5]=[CH:4][CH:3]=1.[H-].[Na+].Cl[C:26]1[C:31]([Cl:32])=[CH:30][C:29]([C:33]([F:36])([F:35])[F:34])=[CH:28][N:27]=1.O, predict the reaction product. The product is: [CH2:1]([O:8][CH2:9][CH2:10][N:11]1[CH:15]=[C:14]([CH2:16][CH2:17][O:18][C:26]2[C:31]([Cl:32])=[CH:30][C:29]([C:33]([F:36])([F:34])[F:35])=[CH:28][N:27]=2)[C:13]([O:19][CH:20]([CH3:22])[CH3:21])=[N:12]1)[C:2]1[CH:3]=[CH:4][CH:5]=[CH:6][CH:7]=1. (7) Given the reactants [Br:1][CH2:2][C:3]1[CH:11]=[CH:10][C:6]([C:7]([OH:9])=[O:8])=[CH:5][CH:4]=1.ICCCC(O[C:19]([CH3:22])([CH3:21])[CH3:20])=O, predict the reaction product. The product is: [Br:1][CH2:2][C:3]1[CH:11]=[CH:10][C:6]([C:7]([O:9][C:19]([CH3:22])([CH3:21])[CH3:20])=[O:8])=[CH:5][CH:4]=1. (8) Given the reactants C(OC(=O)[NH:7][CH2:8][CH2:9][CH2:10][NH:11][C:12](=[O:40])[CH2:13][O:14][CH2:15][C:16]([NH:18][C@H:19]1[CH2:28][CH2:27][C@:26]2([OH:29])[C@@:21]34[C:36]5[C:31](=[CH:32][CH:33]=[C:34]([OH:38])[C:35]=5[O:37][C@@H:20]13)[CH2:30][CH:25]2[N:24]([CH3:39])[CH2:23][CH2:22]4)=[O:17])(C)(C)C.FC(F)(F)C(O)=O, predict the reaction product. The product is: [NH2:7][CH2:8][CH2:9][CH2:10][NH:11][C:12](=[O:40])[CH2:13][O:14][CH2:15][C:16]([NH:18][C@H:19]1[CH2:28][CH2:27][C@:26]2([OH:29])[C@@:21]34[C:36]5[C:31](=[CH:32][CH:33]=[C:34]([OH:38])[C:35]=5[O:37][C@@H:20]13)[CH2:30][CH:25]2[N:24]([CH3:39])[CH2:23][CH2:22]4)=[O:17]. (9) Given the reactants F[B-](F)(F)F.[F:6][S:7]([F:19])([F:18])([F:17])([F:16])[C:8]1[CH:13]=[CH:12][C:11]([N+]#N)=[CH:10][CH:9]=1.[F:20][C:21]([F:34])([C:24]([F:33])([F:32])[C:25]([F:31])([F:30])[C:26]([F:29])([F:28])[F:27])[CH:22]=[CH2:23], predict the reaction product. The product is: [F:20][C:21]([F:34])([C:24]([F:32])([F:33])[C:25]([F:30])([F:31])[C:26]([F:27])([F:29])[F:28])/[CH:22]=[CH:23]/[C:11]1[CH:12]=[CH:13][C:8]([S:7]([F:19])([F:18])([F:17])([F:16])[F:6])=[CH:9][CH:10]=1. (10) Given the reactants [Cl:1][C:2]1[CH:3]=[CH:4][C:5]([N:17]2[CH:21]=[N:20][N:19]=[N:18]2)=[C:6]([CH:16]=1)[CH2:7][NH:8][C:9](=[O:15])[C@@H:10]1[CH2:14][CH2:13][CH2:12][NH:11]1.[OH:22][C@H:23]([C:27]([CH3:30])([CH3:29])[CH3:28])[C:24](O)=[O:25], predict the reaction product. The product is: [Cl:1][C:2]1[CH:3]=[CH:4][C:5]([N:17]2[CH:21]=[N:20][N:19]=[N:18]2)=[C:6]([CH:16]=1)[CH2:7][NH:8][C:9](=[O:15])[C@@H:10]1[CH2:14][CH2:13][CH2:12][N:11]1[C:24](=[O:25])[C@H:23]([OH:22])[C:27]([CH3:30])([CH3:29])[CH3:28].